From a dataset of Forward reaction prediction with 1.9M reactions from USPTO patents (1976-2016). Predict the product of the given reaction. (1) Given the reactants [CH3:1][N:2]1[C:6]2[CH:7]=[CH:8][C:9]([C:11]([OH:13])=O)=[CH:10][C:5]=2[NH:4][C:3]1=[O:14].[CH2:15]1[C@H:24]2[C@H:19]([CH2:20][CH2:21][C:22]3[CH:28]=[CH:27][CH:26]=[CH:25][C:23]=32)[NH:18][CH2:17][CH2:16]1.F[P-](F)(F)(F)(F)F.N1(OC(N(C)C)=[N+](C)C)C2N=CC=CC=2N=N1, predict the reaction product. The product is: [CH2:15]1[C@H:24]2[C@H:19]([CH2:20][CH2:21][C:22]3[CH:28]=[CH:27][CH:26]=[CH:25][C:23]=32)[N:18]([C:11]([C:9]2[CH:8]=[CH:7][C:6]3[N:2]([CH3:1])[C:3](=[O:14])[NH:4][C:5]=3[CH:10]=2)=[O:13])[CH2:17][CH2:16]1. (2) The product is: [CH2:19]([C:20]([CH2:21][CH2:22][CH2:23][CH2:24][CH2:25][CH3:26])=[CH:7][C:5]([O:4][CH3:3])=[O:6])[CH2:18][CH2:17][CH2:16][CH2:15][CH3:14]. Given the reactants [H-].[Na+].[CH3:3][O:4][C:5]([CH2:7]P(OC)(OC)=O)=[O:6].[CH3:14][CH2:15][CH2:16][CH2:17][CH2:18][CH2:19][C:20](=O)[CH2:21][CH2:22][CH2:23][CH2:24][CH2:25][CH3:26].Cl, predict the reaction product. (3) Given the reactants [C:1]([N:8]1[CH2:12][C@H:11](OS(C)(=O)=O)[CH2:10][C@H:9]1[C:18]([O:20][CH3:21])=[O:19])([O:3][C:4]([CH3:7])([CH3:6])[CH3:5])=[O:2].[N-:22]=[N+:23]=[N-:24].[Na+], predict the reaction product. The product is: [C:1]([N:8]1[CH2:12][C@@H:11]([N:22]=[N+:23]=[N-:24])[CH2:10][C@H:9]1[C:18]([O:20][CH3:21])=[O:19])([O:3][C:4]([CH3:7])([CH3:6])[CH3:5])=[O:2]. (4) The product is: [CH3:19][S:20]([O:16][CH2:15][C:13]1[CH:14]=[C:9]([Br:8])[CH:10]=[CH:11][C:12]=1[O:17][CH3:18])(=[O:22])=[O:21]. Given the reactants C(N(CC)CC)C.[Br:8][C:9]1[CH:10]=[CH:11][C:12]([O:17][CH3:18])=[C:13]([CH2:15][OH:16])[CH:14]=1.[CH3:19][S:20](Cl)(=[O:22])=[O:21], predict the reaction product. (5) The product is: [C:27]([O:31][C:32]([NH:1][C@@H:2]([C:12]1[CH:13]=[C:14]([CH:18]=[C:19]([C:21]([F:22])([F:23])[F:24])[CH:20]=1)[C:15]([OH:17])=[O:16])[CH2:3][OH:4])=[O:33])([CH3:30])([CH3:29])[CH3:28]. Given the reactants [NH2:1][C@@H:2]([C:12]1[CH:13]=[C:14]([CH:18]=[C:19]([C:21]([F:24])([F:23])[F:22])[CH:20]=1)[C:15]([OH:17])=[O:16])[CH2:3][O:4][Si](C(C)(C)C)(C)C.[OH-].[Na+].[C:27]([O:31][C:32](O[C:32]([O:31][C:27]([CH3:30])([CH3:29])[CH3:28])=[O:33])=[O:33])([CH3:30])([CH3:29])[CH3:28], predict the reaction product. (6) Given the reactants [C:1]1([P:7]([C:17]2[CH:22]=[CH:21][CH:20]=[CH:19][CH:18]=2)[C:8]2[CH:16]=[CH:15][CH:14]=[CH:13][C:9]=2[C:10]([OH:12])=[O:11])[CH:6]=[CH:5][CH:4]=[CH:3][CH:2]=1.[H-].[Na+:24], predict the reaction product. The product is: [C:1]1([P:7]([C:17]2[CH:22]=[CH:21][CH:20]=[CH:19][CH:18]=2)[C:8]2[CH:16]=[CH:15][CH:14]=[CH:13][C:9]=2[C:10]([O-:12])=[O:11])[CH:2]=[CH:3][CH:4]=[CH:5][CH:6]=1.[Na+:24]. (7) Given the reactants [CH2:1]([O:8][C:9]1[CH:14]=[CH:13][C:12]([S:15]([NH:18][C@@H:19]2[CH2:24][CH2:23][O:22][CH2:21][C@:20]2([CH3:29])[C:25]([O:27]C)=[O:26])(=[O:17])=[O:16])=[CH:11][CH:10]=1)[C:2]1[CH:7]=[CH:6][CH:5]=[CH:4][CH:3]=1.[OH-].[Na+].Cl, predict the reaction product. The product is: [CH2:1]([O:8][C:9]1[CH:14]=[CH:13][C:12]([S:15]([NH:18][C@@H:19]2[CH2:24][CH2:23][O:22][CH2:21][C@:20]2([CH3:29])[C:25]([OH:27])=[O:26])(=[O:16])=[O:17])=[CH:11][CH:10]=1)[C:2]1[CH:3]=[CH:4][CH:5]=[CH:6][CH:7]=1.